Dataset: Catalyst prediction with 721,799 reactions and 888 catalyst types from USPTO. Task: Predict which catalyst facilitates the given reaction. (1) Reactant: [N:1]1([C:7]([O:9][C:10]([CH3:13])(C)C)=[O:8])[CH2:6][CH2:5][NH:4][CH2:3][CH2:2]1.CCN([CH2:19][CH3:20])CC.[CH3:21][S:22](Cl)(=[O:24])=[O:23]. Product: [CH3:21][S:22]([N:4]1[CH2:3][CH2:2][N:1]([C:7]([O:9][CH2:10][CH2:13][CH2:19][CH3:20])=[O:8])[CH2:6][CH2:5]1)(=[O:24])=[O:23]. The catalyst class is: 2. (2) Reactant: [CH2:1]([N:8]1[C:12](Br)=[N:11][N:10]=[C:9]1[Br:14])[C:2]1[CH:7]=[CH:6][CH:5]=[CH:4][CH:3]=1.[CH3:15][O-:16].[Na+]. Product: [CH2:1]([N:8]1[C:12]([O:16][CH3:15])=[N:11][N:10]=[C:9]1[Br:14])[C:2]1[CH:7]=[CH:6][CH:5]=[CH:4][CH:3]=1. The catalyst class is: 5. (3) Reactant: [Br:1][C:2]1[CH:3]=[C:4]([NH2:17])[C:5]([N:8]([CH2:13][CH:14]([CH3:16])[CH3:15])[CH2:9][CH:10]([CH3:12])[CH3:11])=[CH:6][CH:7]=1.[C:18]1([CH3:28])[CH:23]=[CH:22][C:21]([CH2:24][C:25](O)=[O:26])=[CH:20][CH:19]=1.C(N(CC)CC)C.F[P-](F)(F)(F)(F)F.N1(O[P+](N(C)C)(N(C)C)N(C)C)C2C=CC=CC=2N=N1. Product: [Br:1][C:2]1[CH:7]=[CH:6][C:5]([N:8]([CH2:13][CH:14]([CH3:16])[CH3:15])[CH2:9][CH:10]([CH3:12])[CH3:11])=[C:4]([NH:17][C:25](=[O:26])[CH2:24][C:21]2[CH:22]=[CH:23][C:18]([CH3:28])=[CH:19][CH:20]=2)[CH:3]=1. The catalyst class is: 215. (4) Reactant: [O:1]1[CH:5]=[CH:4][CH:3]=[C:2]1[C:6]1[C:11]([I:12])=[C:10](S(C)=O)[N:9]=[C:8]([NH2:16])[N:7]=1.[CH2:17]([OH:19])[CH3:18].C1CCN2C(=NCCC2)CC1. Product: [CH2:17]([O:19][C:10]1[C:11]([I:12])=[C:6]([C:2]2[O:1][CH:5]=[CH:4][CH:3]=2)[N:7]=[C:8]([NH2:16])[N:9]=1)[CH3:18]. The catalyst class is: 1. (5) Reactant: [CH3:1][S:2][CH:3]([S:8][CH3:9])[CH2:4][CH2:5][S:6][CH3:7].C([Li])CCC.[C:15](=[O:17])=[O:16].[OH-].[K+]. Product: [CH3:1][S:2][C:3]([S:8][CH3:9])([CH2:4][CH2:5][S:6][CH3:7])[C:15]([OH:17])=[O:16]. The catalyst class is: 323.